This data is from Reaction yield outcomes from USPTO patents with 853,638 reactions. The task is: Predict the reaction yield, written as a fraction of the theoretical maximum amount of product (1.0 means a 100% yield; for example, 0.34 means a 34% yield). (1) The reactants are [Cl:1][C:2]1[N:7]=[C:6]([Cl:8])[CH:5]=[C:4](Cl)[N:3]=1.[CH:10]12[CH2:19][CH:14]3[CH2:15][CH:16]([CH2:18][CH:12]([CH2:13]3)[CH:11]1[Zn]Br)[CH2:17]2. The catalyst is C1C=CC(P(C2C=CC=CC=2)[C-]2C=CC=C2)=CC=1.C1C=CC(P(C2C=CC=CC=2)[C-]2C=CC=C2)=CC=1.Cl[Pd]Cl.[Fe+2]. The product is [CH:10]12[CH2:19][CH:14]3[CH2:15][CH:16]([CH2:18][CH:12]([CH2:13]3)[CH:11]1[C:4]1[CH:5]=[C:6]([Cl:8])[N:7]=[C:2]([Cl:1])[N:3]=1)[CH2:17]2. The yield is 0.480. (2) The reactants are Br[C:2]1[CH:3]=[C:4]([C:16]([NH:18][CH2:19][C:20]2[C:21](=[O:28])[NH:22][C:23]([CH3:27])=[CH:24][C:25]=2[CH3:26])=[O:17])[C:5]2[CH:6]=[N:7][N:8]([CH:11]3[CH2:15][CH2:14][CH2:13][CH2:12]3)[C:9]=2[CH:10]=1.[CH:29]([C:31]1[O:35][C:34](B(O)O)=[CH:33][CH:32]=1)=[O:30].C([O-])([O-])=O.[Cs+].[Cs+]. The catalyst is O1CCOCC1.O.C1C=CC([P]([Pd]([P](C2C=CC=CC=2)(C2C=CC=CC=2)C2C=CC=CC=2)([P](C2C=CC=CC=2)(C2C=CC=CC=2)C2C=CC=CC=2)[P](C2C=CC=CC=2)(C2C=CC=CC=2)C2C=CC=CC=2)(C2C=CC=CC=2)C2C=CC=CC=2)=CC=1. The product is [CH:11]1([N:8]2[C:9]3[CH:10]=[C:2]([C:34]4[O:35][C:31]([CH:29]=[O:30])=[CH:32][CH:33]=4)[CH:3]=[C:4]([C:16]([NH:18][CH2:19][C:20]4[C:21](=[O:28])[NH:22][C:23]([CH3:27])=[CH:24][C:25]=4[CH3:26])=[O:17])[C:5]=3[CH:6]=[N:7]2)[CH2:15][CH2:14][CH2:13][CH2:12]1. The yield is 0.434. (3) The reactants are [CH3:1][C:2]1[N:7]=[C:6]([NH:8][CH2:9][C:10]2[CH:15]=[CH:14][C:13]([C:16]([F:19])([F:18])[F:17])=[CH:12][CH:11]=2)[N:5]=[C:4]([NH2:20])[C:3]=1[NH2:21].[C:22]([CH2:26][C:27](Cl)=[O:28])([CH3:25])([CH3:24])[CH3:23]. The catalyst is C(#N)C. The product is [NH2:20][C:4]1[C:3]([NH:21][C:27](=[O:28])[CH2:26][C:22]([CH3:25])([CH3:24])[CH3:23])=[C:2]([CH3:1])[N:7]=[C:6]([NH:8][CH2:9][C:10]2[CH:11]=[CH:12][C:13]([C:16]([F:18])([F:19])[F:17])=[CH:14][CH:15]=2)[N:5]=1. The yield is 0.337. (4) The catalyst is CO.[Pd]. The reactants are [OH:1][C:2]1[CH:12]=[CH:11][C:5]([CH:6]=[CH:7][C:8]([OH:10])=[O:9])=[CH:4][CH:3]=1.[H][H]. The product is [OH:1][C:2]1[CH:3]=[CH:4][C:5]([CH2:6][CH2:7][C:8]([OH:10])=[O:9])=[CH:11][CH:12]=1. The yield is 0.945.